This data is from Full USPTO retrosynthesis dataset with 1.9M reactions from patents (1976-2016). The task is: Predict the reactants needed to synthesize the given product. (1) Given the product [Cl:1][C:2]1[CH:25]=[C:24]([C:26]([F:29])([F:27])[F:28])[CH:23]=[CH:22][C:3]=1[CH2:4][N:5]1[C:9](/[CH:10]=[CH:11]/[C:12]([NH:37][S:34]([CH2:33][CH2:32][CH:31]([CH3:38])[CH3:30])(=[O:36])=[O:35])=[O:13])=[CH:8][C:7]([O:15][CH:16]2[CH2:21][CH2:20][O:19][CH2:18][CH2:17]2)=[N:6]1, predict the reactants needed to synthesize it. The reactants are: [Cl:1][C:2]1[CH:25]=[C:24]([C:26]([F:29])([F:28])[F:27])[CH:23]=[CH:22][C:3]=1[CH2:4][N:5]1[C:9](/[CH:10]=[CH:11]/[C:12](O)=[O:13])=[CH:8][C:7]([O:15][CH:16]2[CH2:21][CH2:20][O:19][CH2:18][CH2:17]2)=[N:6]1.[CH3:30][CH:31]([CH3:38])[CH2:32][CH2:33][S:34]([NH2:37])(=[O:36])=[O:35].N12CCCN=C1CCCCC2.Cl. (2) The reactants are: [Br:1][C:2]1[CH:7]=[CH:6][C:5]([C:8]2[N:9]=[C:10]([N:13]3[C@H:17]([CH2:18]O)[CH2:16][O:15][C:14]3=[O:20])[S:11][CH:12]=2)=[CH:4][CH:3]=1.C(N(S(F)(F)F)CC)C.C(Cl)[Cl:31]. Given the product [Br:1][C:2]1[CH:7]=[CH:6][C:5]([C:8]2[N:9]=[C:10]([N:13]3[C@H:17]([CH2:18][Cl:31])[CH2:16][O:15][C:14]3=[O:20])[S:11][CH:12]=2)=[CH:4][CH:3]=1, predict the reactants needed to synthesize it. (3) Given the product [F:30][C:28]1[CH:27]=[C:26]([C@H:31]2[N:36]([CH2:37][C:16]([OH:18])=[O:17])[C:35](=[O:44])[C@H:34]([CH3:45])[CH2:33][CH2:32]2)[CH:25]=[C:24]([F:23])[CH:29]=1, predict the reactants needed to synthesize it. The reactants are: FC1C=C([C@@H]2CCCC(=O)N2[C:16]([O:18]C(C)(C)C)=[O:17])C=C(F)C=1.[F:23][C:24]1[CH:25]=[C:26]([C@H:31]2[N:36]([C:37](OC(C)(C)C)=O)[C:35](=[O:44])[C@H:34]([CH3:45])[CH2:33][CH2:32]2)[CH:27]=[C:28]([F:30])[CH:29]=1.